Dataset: Full USPTO retrosynthesis dataset with 1.9M reactions from patents (1976-2016). Task: Predict the reactants needed to synthesize the given product. (1) Given the product [C:35]([NH:34][C:30]1[CH:29]=[C:28]([CH:25]2[CH2:26][CH2:27][N:22]([CH2:21][C:16]3[CH:17]=[CH:18][CH:19]=[C:20]4[C:15]=3[CH:14]=[CH:13][N:12]4[C:2]3[CH:11]=[CH:10][C:5]([C:6]([O:8][CH3:9])=[O:7])=[CH:4][CH:3]=3)[CH2:23][CH2:24]2)[CH:33]=[CH:32][CH:31]=1)(=[O:39])[CH:36]([CH3:38])[CH3:37], predict the reactants needed to synthesize it. The reactants are: I[C:2]1[CH:11]=[CH:10][C:5]([C:6]([O:8][CH3:9])=[O:7])=[CH:4][CH:3]=1.[NH:12]1[C:20]2[C:15](=[C:16]([CH2:21][N:22]3[CH2:27][CH2:26][CH:25]([C:28]4[CH:29]=[C:30]([NH:34][C:35](=[O:39])[CH:36]([CH3:38])[CH3:37])[CH:31]=[CH:32][CH:33]=4)[CH2:24][CH2:23]3)[CH:17]=[CH:18][CH:19]=2)[CH:14]=[CH:13]1. (2) The reactants are: Br[C:2]1[CH:6]=[CH:5][S:4][CH:3]=1.[CH3:7][NH:8][CH:9]=[O:10]. Given the product [CH3:7][N:8]([C:2]1[CH:6]=[CH:5][S:4][CH:3]=1)[CH:9]=[O:10], predict the reactants needed to synthesize it. (3) Given the product [O:19]=[C:20]1[C:24]2[CH:25]=[CH:26][C:27]([O:29][CH2:30][C:31]([N:16]3[CH2:17][CH2:18][CH:13]([O:12][C:10]4[CH:9]=[CH:8][C:7]5[C:3](=[O:2])[O:4][CH2:5][C:6]=5[CH:11]=4)[CH2:14][CH2:15]3)=[O:32])=[CH:28][C:23]=2[CH2:22][O:21]1, predict the reactants needed to synthesize it. The reactants are: [Cl-].[O:2]=[C:3]1[C:7]2[CH:8]=[CH:9][C:10]([O:12][CH:13]3[CH2:18][CH2:17][NH2+:16][CH2:15][CH2:14]3)=[CH:11][C:6]=2[CH2:5][O:4]1.[O:19]=[C:20]1[C:24]2[CH:25]=[CH:26][C:27]([O:29][CH2:30][C:31](O)=[O:32])=[CH:28][C:23]=2[CH2:22][O:21]1. (4) The reactants are: C([O:8][C:9](=[O:20])[CH2:10][N:11]1[CH2:16][CH2:15][C:14]2[NH:17][N:18]=[CH:19][C:13]=2[CH2:12]1)C1C=CC=CC=1. Given the product [NH:17]1[C:14]2[CH2:15][CH2:16][N:11]([CH2:10][C:9]([OH:20])=[O:8])[CH2:12][C:13]=2[CH:19]=[N:18]1, predict the reactants needed to synthesize it. (5) Given the product [CH:1]1([C:4]2[C:9]([N:10]3[CH2:11][CH2:12][N:13]([CH3:16])[CH2:14][CH2:15]3)=[C:8]([NH2:17])[CH:7]=[N:6][CH:5]=2)[CH2:3][CH2:2]1, predict the reactants needed to synthesize it. The reactants are: [CH:1]1([C:4]2[CH:5]=[N:6][CH:7]=[C:8]([N+:17]([O-])=O)[C:9]=2[N:10]2[CH2:15][CH2:14][N:13]([CH3:16])[CH2:12][CH2:11]2)[CH2:3][CH2:2]1.[H][H]. (6) Given the product [F:25][C:22]([F:23])([F:24])[C:19]1[CH:18]=[CH:17][C:16]([C:13]2[CH:12]=[CH:11][C:10]([S:7]([NH2:6])(=[O:8])=[O:9])=[CH:15][CH:14]=2)=[CH:21][CH:20]=1, predict the reactants needed to synthesize it. The reactants are: CC([NH:6][S:7]([C:10]1[CH:15]=[CH:14][C:13]([C:16]2[CH:21]=[CH:20][C:19]([C:22]([F:25])([F:24])[F:23])=[CH:18][CH:17]=2)=[CH:12][CH:11]=1)(=[O:9])=[O:8])(C#C)C.N([Si](C)(C)C)=[N+]=[N-].CCOC(C)=O. (7) Given the product [Cl:16][C:17]1[N:22]=[C:21]([NH:1][CH:2]2[CH2:3][C:4]3([CH2:7][N:6]([C:8]([O:10][C:11]([CH3:12])([CH3:14])[CH3:13])=[O:9])[CH2:5]3)[CH2:15]2)[C:20]([F:24])=[CH:19][N:18]=1, predict the reactants needed to synthesize it. The reactants are: [NH2:1][CH:2]1[CH2:15][C:4]2([CH2:7][N:6]([C:8]([O:10][C:11]([CH3:14])([CH3:13])[CH3:12])=[O:9])[CH2:5]2)[CH2:3]1.[Cl:16][C:17]1[N:22]=[C:21](Cl)[C:20]([F:24])=[CH:19][N:18]=1.C([O-])([O-])=O.[K+].[K+]. (8) Given the product [N:26]1([C:15]([C:14]2[CH:18]=[CH:19][C:11]([NH:10][C:4]3[C:5](=[O:9])[N:6]([CH3:8])[N:7]=[C:2]([Cl:1])[CH:3]=3)=[N:12][CH:13]=2)=[O:17])[CH2:29][CH2:28][CH2:27]1, predict the reactants needed to synthesize it. The reactants are: [Cl:1][C:2]1[CH:3]=[C:4]([NH:10][C:11]2[CH:19]=[CH:18][C:14]([C:15]([OH:17])=O)=[CH:13][N:12]=2)[C:5](=[O:9])[N:6]([CH3:8])[N:7]=1.C(Cl)(=O)C(Cl)=O.[NH:26]1[CH2:29][CH2:28][CH2:27]1.CCN(C(C)C)C(C)C. (9) Given the product [CH3:3][CH:2]([O:4][C:5]([C:7]1[C:8]([N:13]2[CH2:14][CH2:15][N:16]([CH2:47][C:49]3[CH:50]=[C:51]([CH:55]=[CH:56][CH:57]=3)[C:52]([OH:54])=[O:53])[CH2:17][CH2:18]2)=[N:9][CH:10]=[CH:11][CH:12]=1)=[O:6])[CH3:1], predict the reactants needed to synthesize it. The reactants are: [CH3:1][CH:2]([O:4][C:5]([C:7]1[C:8]([N:13]2[CH2:18][CH2:17][NH:16][CH2:15][CH2:14]2)=[N:9][CH:10]=[CH:11][CH:12]=1)=[O:6])[CH3:3].[N+](C1C=CC(C[N:16]2[CH2:15][CH2:14][N:13]([C:8]3[C:7]([C:5]([O:4][CH:2]([CH3:1])[CH3:3])=[O:6])=[CH:12][CH:11]=[CH:10][N:9]=3)[CH2:18][CH2:17]2)=CC=1)([O-])=O.[CH:47]([C:49]1[CH:50]=[C:51]([CH:55]=[CH:56][CH:57]=1)[C:52]([OH:54])=[O:53])=O.